From a dataset of Catalyst prediction with 721,799 reactions and 888 catalyst types from USPTO. Predict which catalyst facilitates the given reaction. Reactant: CN(C)[CH:3]=[O:4].P(Cl)(Cl)([Cl:8])=O.O=[C:12]1[CH2:17][CH2:16][N:15]([C:18]([O:20][C:21]([CH3:24])([CH3:23])[CH3:22])=[O:19])[CH2:14][CH2:13]1.C([O-])(=O)C.[Na+]. Product: [Cl:8][C:12]1[CH2:17][CH2:16][N:15]([C:18]([O:20][C:21]([CH3:24])([CH3:23])[CH3:22])=[O:19])[CH2:14][C:13]=1[CH:3]=[O:4]. The catalyst class is: 4.